The task is: Predict which catalyst facilitates the given reaction.. This data is from Catalyst prediction with 721,799 reactions and 888 catalyst types from USPTO. Reactant: [CH2:1]([N:8](C)[CH:9]([P:18](=[O:25])([O:22][CH2:23][CH3:24])[O:19][CH2:20][CH3:21])[P:10](=[O:17])([O:14][CH2:15][CH3:16])[O:11][CH2:12][CH3:13])C1C=CC=CC=1.C1CCCCC=1. Product: [CH3:1][NH:8][CH:9]([P:18](=[O:25])([O:19][CH2:20][CH3:21])[O:22][CH2:23][CH3:24])[P:10](=[O:17])([O:14][CH2:15][CH3:16])[O:11][CH2:12][CH3:13]. The catalyst class is: 50.